From a dataset of Forward reaction prediction with 1.9M reactions from USPTO patents (1976-2016). Predict the product of the given reaction. (1) Given the reactants [C:1]([C:3]1[C:7]([C:8]([F:11])([F:10])[F:9])=[CH:6][NH:5][CH:4]=1)#[N:2].[O:12]1CCC[CH2:13]1.C=O.[OH-].C([N+](CCCC)(CCCC)CCCC)CCC, predict the reaction product. The product is: [OH:12][CH2:13][N:5]1[CH:6]=[C:7]([C:8]([F:11])([F:9])[F:10])[C:3]([C:1]#[N:2])=[CH:4]1. (2) Given the reactants [CH:1]1([C:6]([N:8]2[CH2:13][CH2:12][CH:11]([C:14]3[C:22]4[C:17](=[CH:18][CH:19]=[C:20]([N:23]=[C:24]=[O:25])[CH:21]=4)[N:16]([CH3:26])[CH:15]=3)[CH2:10][CH2:9]2)=[O:7])[CH2:5][CH2:4][CH2:3][CH2:2]1.C(N(CC)CC)C.[NH:34]1[CH2:39][CH2:38][CH2:37][CH:36]([C:40]#[N:41])[CH2:35]1, predict the reaction product. The product is: [C:40]([CH:36]1[CH2:37][CH2:38][CH2:39][N:34]([C:24]([NH:23][C:20]2[CH:21]=[C:22]3[C:17](=[CH:18][CH:19]=2)[N:16]([CH3:26])[CH:15]=[C:14]3[CH:11]2[CH2:12][CH2:13][N:8]([C:6]([CH:1]3[CH2:2][CH2:3][CH2:4][CH2:5]3)=[O:7])[CH2:9][CH2:10]2)=[O:25])[CH2:35]1)#[N:41]. (3) Given the reactants [Cl:1][C:2]1[N:7]=[C:6]([NH:8][C@H:9]2[CH2:14][CH2:13][C@H:12]([NH:15][C:16](=[O:22])[O:17][C:18]([CH3:21])([CH3:20])[CH3:19])[CH2:11][CH2:10]2)[CH:5]=[C:4]([C:23]2[C:31]3[C:26](=[N:27][CH:28]=[C:29]([O:32][CH3:33])[CH:30]=3)[N:25](S(C3C=CC=CC=3)(=O)=O)[CH:24]=2)[CH:3]=1.[OH-].[Na+], predict the reaction product. The product is: [Cl:1][C:2]1[N:7]=[C:6]([NH:8][C@H:9]2[CH2:14][CH2:13][C@H:12]([NH:15][C:16](=[O:22])[O:17][C:18]([CH3:20])([CH3:21])[CH3:19])[CH2:11][CH2:10]2)[CH:5]=[C:4]([C:23]2[C:31]3[C:26](=[N:27][CH:28]=[C:29]([O:32][CH3:33])[CH:30]=3)[NH:25][CH:24]=2)[CH:3]=1. (4) Given the reactants FC(F)(F)S(O[C:7]1[C:11]2[CH2:12][N:13]([C:16](=[O:25])[NH:17][C:18]3[CH:23]=[CH:22][CH:21]=[C:20]([Cl:24])[CH:19]=3)[CH2:14][CH2:15][C:10]=2[NH:9][N:8]=1)(=O)=O.[C:28]1([CH3:37])[CH:33]=[CH:32][CH:31]=[CH:30][C:29]=1B(O)O.[O-]P([O-])([O-])=O.[K+].[K+].[K+].O, predict the reaction product. The product is: [Cl:24][C:20]1[CH:19]=[C:18]([NH:17][C:16]([N:13]2[CH2:14][CH2:15][C:10]3[NH:9][N:8]=[C:7]([C:29]4[CH:30]=[CH:31][CH:32]=[CH:33][C:28]=4[CH3:37])[C:11]=3[CH2:12]2)=[O:25])[CH:23]=[CH:22][CH:21]=1. (5) Given the reactants C[O:2][C:3](=[O:28])/[CH:4]=[CH:5]/[C:6]1[CH:11]=[CH:10][C:9]([C:12]2[CH:17]=[CH:16][CH:15]=[CH:14][CH:13]=2)=[CH:8][C:7]=1[S:18](=[O:27])(=[O:26])[NH:19][C:20]1[CH:25]=[CH:24][CH:23]=[CH:22][CH:21]=1, predict the reaction product. The product is: [O:26]=[S:18]1(=[O:27])[C:7]2[CH:8]=[C:9]([C:12]3[CH:17]=[CH:16][CH:15]=[CH:14][CH:13]=3)[CH:10]=[CH:11][C:6]=2[CH:5]([CH2:4][C:3]([OH:2])=[O:28])[N:19]1[C:20]1[CH:25]=[CH:24][CH:23]=[CH:22][CH:21]=1. (6) Given the reactants [C:1]1(C2C=CC=CC=2)[CH:6]=[CH:5][CH:4]=[CH:3][C:2]=1[C:7]([N:9]1[CH2:15][CH:14]2[CH:11]([CH2:12][NH:13]2)[CH2:10]1)=[O:8].C1(C2C=CC=CC=2)C([C:28](O)=[O:29])=CC=CC=1, predict the reaction product. The product is: [CH:11]12[CH2:12][NH:13][CH:14]1[CH2:15][N:9]([C:7]([C:2]1[CH:3]=[CH:4][CH:5]=[CH:6][C:1]=1[O:29][CH3:28])=[O:8])[CH2:10]2.